Dataset: Full USPTO retrosynthesis dataset with 1.9M reactions from patents (1976-2016). Task: Predict the reactants needed to synthesize the given product. (1) Given the product [NH2:34][CH2:13][CH:12]([OH:25])[CH:11]([N:7]1[C:8]2[C:4](=[CH:3][C:2]([F:1])=[CH:10][CH:9]=2)[C:5]([CH3:32])=[CH:6]1)[C:26]1[CH:31]=[CH:30][CH:29]=[CH:28][CH:27]=1, predict the reactants needed to synthesize it. The reactants are: [F:1][C:2]1[CH:3]=[C:4]2[C:8](=[CH:9][CH:10]=1)[N:7]([C@@H:11]([C:26]1[CH:31]=[CH:30][CH:29]=[CH:28][CH:27]=1)[C@H:12]([OH:25])[CH2:13]OS(C1C=CC(C)=CC=1)(=O)=O)[CH:6]=[C:5]2[CH3:32].[OH-].[NH4+:34]. (2) Given the product [C:24]([NH:23][C:21]1[CH:20]=[C:19]([C:28]2[CH:29]=[CH:30][CH:31]=[CH:32][CH:33]=2)[N:18]=[C:17]([NH:16][C:13]2[CH:12]=[CH:11][C:10]([C:6]3([C:4](=[O:5])[CH3:36])[CH2:7][CH2:8][CH2:9]3)=[CH:15][CH:14]=2)[N:22]=1)([CH3:26])([CH3:27])[CH3:25], predict the reactants needed to synthesize it. The reactants are: CON(C)[C:4]([C:6]1([C:10]2[CH:15]=[CH:14][C:13]([NH:16][C:17]3[N:22]=[C:21]([NH:23][C:24]([CH3:27])([CH3:26])[CH3:25])[CH:20]=[C:19]([C:28]4[CH:33]=[CH:32][CH:31]=[CH:30][CH:29]=4)[N:18]=3)=[CH:12][CH:11]=2)[CH2:9][CH2:8][CH2:7]1)=[O:5].[Li][CH3:36].